This data is from Reaction yield outcomes from USPTO patents with 853,638 reactions. The task is: Predict the reaction yield, written as a fraction of the theoretical maximum amount of product (1.0 means a 100% yield; for example, 0.34 means a 34% yield). (1) The reactants are [Br:1][CH2:2][CH2:3]Br.[OH-].[Na+].[Br:7][C:8]1[CH:13]=[CH:12][CH:11]=[C:10]([Br:14])[C:9]=1[OH:15].C(OCC)(=O)C. The catalyst is O. The product is [Br:7][C:8]1[CH:13]=[CH:12][CH:11]=[C:10]([Br:14])[C:9]=1[O:15][CH2:3][CH2:2][Br:1]. The yield is 0.570. (2) The reactants are [CH3:1][S:2][C:3]1[CH:4]=[C:5]([NH2:10])[C:6]([NH2:9])=[CH:7][CH:8]=1.[CH:11](O)=O.C([O-])(O)=O.[Na+]. The catalyst is Cl. The product is [CH3:1][S:2][C:3]1[CH:8]=[CH:7][C:6]2[N:9]=[CH:11][NH:10][C:5]=2[CH:4]=1. The yield is 0.990. (3) The reactants are [Cl:1][C:2]1[C:7]([C:8]2[CH:16]=C[C:11]3[N:12]=[CH:13]S[C:10]=3[CH:9]=2)=[CH:6][CH:5]=[CH:4][N:3]=1.IC1C=C[C:21]2[N:22](C=CN=2)C=1.ClC1C(B2OC(C)(C)C(C)(C)O2)=CC=CN=1.C([O-])([O-])=O.[Na+].[Na+]. The catalyst is O1CCOCC1.C1C=CC([P]([Pd]([P](C2C=CC=CC=2)(C2C=CC=CC=2)C2C=CC=CC=2)([P](C2C=CC=CC=2)(C2C=CC=CC=2)C2C=CC=CC=2)[P](C2C=CC=CC=2)(C2C=CC=CC=2)C2C=CC=CC=2)(C2C=CC=CC=2)C2C=CC=CC=2)=CC=1. The product is [Cl:1][C:2]1[C:7]([C:8]2[CH:9]=[CH:10][C:11]3[N:12]([CH:13]=[CH:21][N:22]=3)[CH:16]=2)=[CH:6][CH:5]=[CH:4][N:3]=1. The yield is 0.550. (4) The yield is 0.630. No catalyst specified. The product is [CH:11]([C:10]1[C:3]2[C:4](=[N:5][CH:6]=[CH:7][C:2]=2[N:56]2[CH:57]=[C:53]([C:51]3[CH:50]=[N:49][N:48]([CH3:47])[CH:52]=3)[N:54]=[CH:55]2)[NH:8][N:9]=1)([CH3:12])[CH3:13]. The reactants are I[C:2]1[CH:7]=[CH:6][N:5]=[C:4]2[N:8](CC3C=CC(OC)=CC=3)[N:9]=[C:10]([CH:11]([CH3:13])[CH3:12])[C:3]=12.IC1C=CN=C2NN=C(C(C)C)C=12.COC1C=CC(CCl)=CC=1.Cl.[CH3:47][N:48]1[CH:52]=[C:51]([C:53]2[N:54]=[CH:55][NH:56][CH:57]=2)[CH:50]=[N:49]1.